Dataset: Full USPTO retrosynthesis dataset with 1.9M reactions from patents (1976-2016). Task: Predict the reactants needed to synthesize the given product. (1) Given the product [ClH:31].[CH3:28][N:2]([CH3:1])[C:3]1([C:22]2[CH:27]=[CH:26][CH:25]=[CH:24][CH:23]=2)[CH2:4][CH2:5][CH:6]([NH:9][C:10](=[O:21])[CH2:11][CH2:12][CH2:13][O:14][C:15]2[CH:20]=[CH:19][CH:18]=[CH:17][CH:16]=2)[CH2:7][CH2:8]1, predict the reactants needed to synthesize it. The reactants are: [CH3:1][N:2]([CH3:28])[C:3]1([C:22]2[CH:27]=[CH:26][CH:25]=[CH:24][CH:23]=2)[CH2:8][CH2:7][CH:6]([NH:9][C:10](=[O:21])[CH2:11][CH2:12][CH2:13][O:14][C:15]2[CH:20]=[CH:19][CH:18]=[CH:17][CH:16]=2)[CH2:5][CH2:4]1.Cl.O.[Cl:31][Si](C)(C)C. (2) Given the product [Cl:4][C:5]1[CH:10]=[CH:9][CH:8]=[C:7]([Cl:11])[C:6]=1[S:12]([NH:18][CH3:16])(=[O:14])=[O:13], predict the reactants needed to synthesize it. The reactants are: Cl.CN.[Cl:4][C:5]1[CH:10]=[CH:9][CH:8]=[C:7]([Cl:11])[C:6]=1[S:12](Cl)(=[O:14])=[O:13].[CH2:16]([N:18](CC)CC)C.